This data is from Full USPTO retrosynthesis dataset with 1.9M reactions from patents (1976-2016). The task is: Predict the reactants needed to synthesize the given product. Given the product [SH:1][C:4]1[CH:17]=[CH:16][C:7]([C:8]([C:10]2[CH:15]=[CH:14][N:13]=[CH:12][CH:11]=2)=[O:9])=[CH:6][CH:5]=1, predict the reactants needed to synthesize it. The reactants are: [SH2:1].[Na].Cl[C:4]1[CH:17]=[CH:16][C:7]([C:8]([C:10]2[CH:15]=[CH:14][N:13]=[CH:12][CH:11]=2)=[O:9])=[CH:6][CH:5]=1.O.